From a dataset of Catalyst prediction with 721,799 reactions and 888 catalyst types from USPTO. Predict which catalyst facilitates the given reaction. (1) Reactant: [CH3:1][N:2]([CH3:17])[CH2:3][CH2:4][O:5][C:6]1[CH:16]=[CH:15][C:9]([C:10]([O:12][CH2:13][CH3:14])=[O:11])=[CH:8][CH:7]=1.[C:18]1([CH3:29])[CH:23]=[CH:22][C:21]([S:24]([O:27]C)(=[O:26])=[O:25])=[CH:20][CH:19]=1. Product: [C:18]1([CH3:29])[CH:19]=[CH:20][C:21]([S:24]([O-:27])(=[O:25])=[O:26])=[CH:22][CH:23]=1.[CH2:13]([O:12][C:10]([C:9]1[CH:15]=[CH:16][C:6]([O:5][CH2:4][CH2:3][N+:2]([CH3:18])([CH3:1])[CH3:17])=[CH:7][CH:8]=1)=[O:11])[CH3:14]. The catalyst class is: 5. (2) Reactant: C([O:8][C@H:9]([C:11]1[N:15]2[N:16]([CH2:36][C:37]3[C:38]([CH3:47])=[N:39][C:40]([C:43]([F:46])([F:45])[F:44])=[CH:41][CH:42]=3)[C:17](=[O:35])[C:18]([C:27]3[CH:34]=[CH:33][C:30]([C:31]#[N:32])=[CH:29][CH:28]=3)=[C:19]([C:20]3[CH:25]=[CH:24][C:23]([Cl:26])=[CH:22][CH:21]=3)[C:14]2=[N:13][N:12]=1)[CH3:10])C1C=CC=CC=1.CC#N.[Si](I)(C)(C)C. Product: [Cl:26][C:23]1[CH:22]=[CH:21][C:20]([C:19]2[C:14]3[N:15]([C:11]([C@H:9]([OH:8])[CH3:10])=[N:12][N:13]=3)[N:16]([CH2:36][C:37]3[C:38]([CH3:47])=[N:39][C:40]([C:43]([F:44])([F:45])[F:46])=[CH:41][CH:42]=3)[C:17](=[O:35])[C:18]=2[C:27]2[CH:28]=[CH:29][C:30]([C:31]#[N:32])=[CH:33][CH:34]=2)=[CH:25][CH:24]=1. The catalyst class is: 25. (3) Reactant: [CH3:1][C:2]1([CH3:24])[CH2:11][CH2:10][C:9]2[C:4](=[CH:5][CH:6]=[C:7]([S:12]([NH:15][CH2:16][C:17]([O:19][C:20]([CH3:23])([CH3:22])[CH3:21])=[O:18])(=[O:14])=[O:13])[CH:8]=2)[O:3]1.CCN(P1(N(C)CCCN1C)=NC(C)(C)C)CC.[Br:43][C:44]1[CH:45]=[C:46]([CH:49]=[C:50]([CH2:52]Br)[CH:51]=1)[C:47]#[N:48]. Product: [Br:43][C:44]1[CH:51]=[C:50]([CH:49]=[C:46]([C:47]#[N:48])[CH:45]=1)[CH2:52][N:15]([CH2:16][C:17]([O:19][C:20]([CH3:23])([CH3:22])[CH3:21])=[O:18])[S:12]([C:7]1[CH:8]=[C:9]2[C:4](=[CH:5][CH:6]=1)[O:3][C:2]([CH3:24])([CH3:1])[CH2:11][CH2:10]2)(=[O:14])=[O:13]. The catalyst class is: 23. (4) Reactant: Cl.[CH3:2][N:3]1[C:11]2[C:6](=[N:7][C:8]([C@@H:18]([NH2:20])[CH3:19])=[C:9]([C:12]3[N:16]([CH3:17])[N:15]=[CH:14][CH:13]=3)[CH:10]=2)[CH:5]=[CH:4]1.Cl[C:22]1[N:30]=[C:29]([NH2:31])[N:28]=[C:27]2[C:23]=1[N:24]=[CH:25][NH:26]2.C(N(C(C)C)C(C)C)C. Product: [CH3:2][N:3]1[C:11]2[C:6](=[N:7][C:8]([C@@H:18]([NH:20][C:22]3[N:30]=[C:29]([NH2:31])[N:28]=[C:27]4[C:23]=3[N:24]=[CH:25][NH:26]4)[CH3:19])=[C:9]([C:12]3[N:16]([CH3:17])[N:15]=[CH:14][CH:13]=3)[CH:10]=2)[CH:5]=[CH:4]1. The catalyst class is: 10. (5) Reactant: [S:1]1[C:5]2[CH:6]=[CH:7][CH:8]=[CH:9][C:4]=2[N:3]=[C:2]1[N:10]1[C:14](=[O:15])[C:13](=[CH:16][N:17](C)C)[C:12]([C:20]2[CH:25]=[CH:24][CH:23]=[C:22]([O:26][CH3:27])[CH:21]=2)=[N:11]1. Product: [NH2:17][CH:16]=[C:13]1[C:12]([C:20]2[CH:25]=[CH:24][CH:23]=[C:22]([O:26][CH3:27])[CH:21]=2)=[N:11][N:10]([C:2]2[S:1][C:5]3[CH:6]=[CH:7][CH:8]=[CH:9][C:4]=3[N:3]=2)[C:14]1=[O:15]. The catalyst class is: 547. (6) The catalyst class is: 3. Product: [Br:10][C:11]1[N:12]=[C:13]([NH:9][C:7]2[CH:6]=[N:5][N:4]([CH:1]([CH3:3])[CH3:2])[CH:8]=2)[C:14]2[N:15]([CH:17]=[CH:18][N:19]=2)[CH:16]=1. Reactant: [CH:1]([N:4]1[CH:8]=[C:7]([NH2:9])[CH:6]=[N:5]1)([CH3:3])[CH3:2].[Br:10][C:11]1[N:12]=[C:13](Br)[C:14]2[N:15]([CH:17]=[CH:18][N:19]=2)[CH:16]=1.C(N(CC)C(C)C)(C)C.